From a dataset of Reaction yield outcomes from USPTO patents with 853,638 reactions. Predict the reaction yield, written as a fraction of the theoretical maximum amount of product (1.0 means a 100% yield; for example, 0.34 means a 34% yield). (1) The reactants are [NH2:1][CH2:2][C:3]1[N:7]=[C:6]([C@H:8]([CH2:17][CH2:18][CH2:19][CH:20]2[CH2:25][CH2:24][CH2:23][CH2:22][CH2:21]2)[CH2:9][C:10]([O:12][C:13]([CH3:16])([CH3:15])[CH3:14])=[O:11])[O:5][N:4]=1.[CH3:26][O:27][CH2:28][C:29](O)=[O:30].C1C=CC2N(O)N=NC=2C=1.CN1CCOCC1. The catalyst is C(Cl)Cl. The product is [CH:20]1([CH2:19][CH2:18][CH2:17][C@@H:8]([C:6]2[O:5][N:4]=[C:3]([CH2:2][NH:1][C:29](=[O:30])[CH2:28][O:27][CH3:26])[N:7]=2)[CH2:9][C:10]([O:12][C:13]([CH3:15])([CH3:16])[CH3:14])=[O:11])[CH2:21][CH2:22][CH2:23][CH2:24][CH2:25]1. The yield is 0.930. (2) The reactants are [N:1]1[CH:6]=[CH:5][CH:4]=[CH:3][C:2]=1[C:7]1[CH:11]=[C:10]([NH2:12])[NH:9][N:8]=1.O.[N+:14]([CH:17]([CH:20]=O)[CH:18]=O)([O-:16])=[O:15].[Na]. The catalyst is O. The product is [N:1]1[CH:6]=[CH:5][CH:4]=[CH:3][C:2]=1[C:7]1[C:11]2[C:10](=[N:12][CH:18]=[C:17]([N+:14]([O-:16])=[O:15])[CH:20]=2)[NH:9][N:8]=1. The yield is 0.880. (3) The reactants are [N:1]([C:4]1[C:5]([N+:32]([O-])=O)=[C:6]([N:10]2[CH2:15][CH2:14][N:13]([CH2:16][CH2:17][O:18][C:19]3[C:27]4[N:26]=[C:25]([C:28]([F:31])([F:30])[F:29])[NH:24][C:23]=4[CH:22]=[CH:21][CH:20]=3)[CH2:12][CH2:11]2)[CH:7]=[CH:8][CH:9]=1)=[N+]=[N-].[H][H]. The catalyst is [Pd].CO. The product is [F:31][C:28]([F:29])([F:30])[C:25]1[NH:24][C:23]2[CH:22]=[CH:21][CH:20]=[C:19]([O:18][CH2:17][CH2:16][N:13]3[CH2:12][CH2:11][N:10]([C:6]4[CH:7]=[CH:8][CH:9]=[C:4]([NH2:1])[C:5]=4[NH2:32])[CH2:15][CH2:14]3)[C:27]=2[N:26]=1. The yield is 1.04. (4) The reactants are [Br:1][C:2]1[CH:9]=[CH:8][C:5]([CH:6]=O)=[C:4]([F:10])[CH:3]=1.Cl.[NH2:12][OH:13].[OH-].[Na+].C(O)C. The catalyst is O. The product is [F:10][C:4]1[CH:3]=[C:2]([Br:1])[CH:9]=[CH:8][C:5]=1[CH:6]=[N:12][OH:13]. The yield is 0.770. (5) The reactants are [CH3:1][O:2][C:3]1[CH:4]=[C:5]([C:9]2[CH:17]=[CH:16][CH:15]=[C:14]3[C:10]=2[CH2:11][C:12](=[O:18])[NH:13]3)[CH:6]=[CH:7][CH:8]=1.[CH3:19][C@H:20]1[NH:25][C@@H:24]([CH3:26])[CH2:23][N:22]([C:27]([C:29]2[C:30]([CH3:36])=[C:31]([CH:34]=O)[NH:32][CH:33]=2)=[O:28])[CH2:21]1. The catalyst is C(O)C.N1CCCCC1. The product is [CH3:26][C@H:24]1[NH:25][C@@H:20]([CH3:19])[CH2:21][N:22]([C:27]([C:29]2[C:30]([CH3:36])=[C:31]([CH:34]=[C:11]3[C:10]4[C:14](=[CH:15][CH:16]=[CH:17][C:9]=4[C:5]4[CH:6]=[CH:7][CH:8]=[C:3]([O:2][CH3:1])[CH:4]=4)[NH:13][C:12]3=[O:18])[NH:32][CH:33]=2)=[O:28])[CH2:23]1. The yield is 0.360. (6) The reactants are [NH:1]1[C:9]2[C:4](=[CH:5][CH:6]=[CH:7][CH:8]=2)[CH2:3][C:2]1=[O:10].[CH3:11][O:12][C:13]([C:15]1[NH:16][C:17]([CH:21]=O)=[C:18]([CH3:20])[CH:19]=1)=[O:14]. No catalyst specified. The product is [CH3:11][O:12][C:13]([C:15]1[NH:16][C:17]([CH:21]=[C:3]2[C:4]3[C:9](=[CH:8][CH:7]=[CH:6][CH:5]=3)[NH:1][C:2]2=[O:10])=[C:18]([CH3:20])[CH:19]=1)=[O:14]. The yield is 0.810. (7) The reactants are C([N:8]1[CH:12]2[CH:13]3[N:17]([CH:18]([C:32]4[CH:37]=[CH:36][CH:35]=[C:34]([O:38][CH3:39])[CH:33]=4)[C:19]4[CH:31]=[CH:30][C:22]([C:23]([N:25]([CH2:28][CH3:29])[CH2:26][CH3:27])=[O:24])=[CH:21][CH:20]=4)[CH:16]([CH:9]1[CH2:10][CH2:11]2)[CH2:15][CH2:14]3)C1C=CC=CC=1.C(N1C2C3N(C(C4C=CC=C(OC)C=4)C4C=CC(C(N5CCCC5)=O)=CC=4)C(CC2)C1CC3)C1C=CC=CC=1. No catalyst specified. The product is [CH:13]12[CH2:11][CH2:10][CH:9]3[CH:16]([CH2:15][CH2:14][CH:12]1[NH:8]3)[N:17]2[CH:18]([C:32]1[CH:37]=[CH:36][CH:35]=[C:34]([O:38][CH3:39])[CH:33]=1)[C:19]1[CH:20]=[CH:21][C:22]([C:23]([N:25]2[CH2:26][CH2:27][CH2:29][CH2:28]2)=[O:24])=[CH:30][CH:31]=1. The yield is 0.900.